Dataset: Forward reaction prediction with 1.9M reactions from USPTO patents (1976-2016). Task: Predict the product of the given reaction. Given the reactants C([N:8]1[CH2:13][CH2:12][N:11]([CH3:14])[C:10](=[O:15])[CH:9]1[C:16]1[CH:21]=[CH:20][CH:19]=[CH:18][CH:17]=1)C1C=CC=CC=1, predict the reaction product. The product is: [CH3:14][N:11]1[CH2:12][CH2:13][NH:8][CH:9]([C:16]2[CH:21]=[CH:20][CH:19]=[CH:18][CH:17]=2)[C:10]1=[O:15].